This data is from Forward reaction prediction with 1.9M reactions from USPTO patents (1976-2016). The task is: Predict the product of the given reaction. Given the reactants Cl[C:2]1[C:11]2[C:6](=[CH:7][CH:8]=[CH:9][CH:10]=2)[C:5]([O:12][CH2:13][CH:14]([F:16])[F:15])=[CH:4][N:3]=1.[F-:17].[Cs+], predict the reaction product. The product is: [F:15][CH:14]([F:16])[CH2:13][O:12][C:5]1[C:6]2[C:11](=[CH:10][CH:9]=[CH:8][CH:7]=2)[C:2]([F:17])=[N:3][CH:4]=1.